This data is from Human liver microsome stability data. The task is: Regression/Classification. Given a drug SMILES string, predict its absorption, distribution, metabolism, or excretion properties. Task type varies by dataset: regression for continuous measurements (e.g., permeability, clearance, half-life) or binary classification for categorical outcomes (e.g., BBB penetration, CYP inhibition). Dataset: hlm. (1) The compound is C#CCCOC(=O)Nc1ccc2c(c1)sc1cc(S(=O)(=O)N[C@H](C(=O)O)C(C)C)ccc12. The result is 0 (unstable in human liver microsomes). (2) The compound is CCOC(=O)[C@H]1CCCC[C@H](NC(=O)C=Cc2cc(Cl)ccc2-n2cnnn2)c2cc(ccn2)-c2ccc(NC(=O)OC)cc2N1. The result is 1 (stable in human liver microsomes).